This data is from Full USPTO retrosynthesis dataset with 1.9M reactions from patents (1976-2016). The task is: Predict the reactants needed to synthesize the given product. (1) The reactants are: [CH3:1][C:2]1[C:7](=[O:8])[C@@H:6]([OH:9])[CH2:5][C:4]([CH3:11])([CH3:10])[C:3]=1/[CH:12]=[CH:13]/[C:14](/[CH3:44])=[CH:15]/[CH:16]=[CH:17]/[C:18](/[CH3:43])=[CH:19]/[CH:20]=[CH:21]/[CH:22]=[C:23](\[CH3:42])/[CH:24]=[CH:25]/[CH:26]=[C:27](\[CH3:41])/[CH:28]=[CH:29]/[C:30]1[C:36]([CH3:38])([CH3:37])[CH2:35][C@H:34]([OH:39])[C:32](=[O:33])[C:31]=1[CH3:40].O. Given the product [CH3:40][C:31]1[C:32](=[O:33])[C@@H:34]([OH:39])[CH2:35][C:36]([CH3:37])([CH3:38])[C:30]=1/[CH:29]=[CH:28]/[C:27](/[CH3:41])=[CH:26]/[CH:25]=[CH:24]/[C:23](/[CH3:42])=[CH:22]/[CH:21]=[CH:20]/[CH:19]=[C:18](\[CH:17]=[CH:16]\[CH:15]=[C:14](\[CH:13]=[CH:12]\[C:3]1[C:4]([CH3:11])([CH3:10])[CH2:5][C@H:6]([OH:9])[C:7](=[O:8])[C:2]=1[CH3:1])/[CH3:44])/[CH3:43], predict the reactants needed to synthesize it. (2) Given the product [Cl:33][C:8]1[C:7]([CH2:13][CH:14]=[CH2:15])=[C:6]2[C:11](=[CH:10][CH:9]=1)[NH:2][C:3](=[O:16])[CH:4]=[CH:5]2, predict the reactants needed to synthesize it. The reactants are: C[N:2]1[C:11]2[C:6](=[C:7]([CH2:13][CH:14]=[CH2:15])[C:8](C)=[CH:9][CH:10]=2)[CH:5]=[CH:4][C:3]1=[O:16].FC(F)(F)S(OC1C([Cl:33])=CC=C2C=1C=CC(=O)N2)(=O)=O.